Dataset: Peptide-MHC class I binding affinity with 185,985 pairs from IEDB/IMGT. Task: Regression. Given a peptide amino acid sequence and an MHC pseudo amino acid sequence, predict their binding affinity value. This is MHC class I binding data. (1) The peptide sequence is FSTSFYLISI. The MHC is HLA-A02:06 with pseudo-sequence HLA-A02:06. The binding affinity (normalized) is 0.795. (2) The peptide sequence is GRRGWEALKY. The MHC is HLA-A29:02 with pseudo-sequence HLA-A29:02. The binding affinity (normalized) is 0.492. (3) The binding affinity (normalized) is 0.963. The MHC is H-2-Db with pseudo-sequence H-2-Db. The peptide sequence is YGIENEVFL. (4) The peptide sequence is NARGEDTQMR. The MHC is HLA-A33:01 with pseudo-sequence HLA-A33:01. The binding affinity (normalized) is 0.292. (5) The peptide sequence is VPGLSPEAL. The binding affinity (normalized) is 0.778. The MHC is HLA-B07:02 with pseudo-sequence HLA-B07:02. (6) The peptide sequence is SMKTRTAWF. The MHC is HLA-B08:01 with pseudo-sequence HLA-B08:01. The binding affinity (normalized) is 0.820. (7) The peptide sequence is ETVRHTMQE. The MHC is HLA-A26:02 with pseudo-sequence HLA-A26:02. The binding affinity (normalized) is 0.425.